This data is from Full USPTO retrosynthesis dataset with 1.9M reactions from patents (1976-2016). The task is: Predict the reactants needed to synthesize the given product. (1) Given the product [Cl:1][C:2]1[CH:3]=[C:4]([NH:9][C:10]2[C:19]3[C:14](=[CH:15][C:16]([O:25][CH3:26])=[C:17]([O:20][CH2:21][CH2:22][CH2:23][N:42]4[CH2:41][CH:37]5[CH:36]([N:35]([CH2:33][CH3:34])[CH2:40][CH2:39][CH2:38]5)[CH2:43]4)[CH:18]=3)[N:13]=[CH:12][N:11]=2)[CH:5]=[CH:6][C:7]=1[F:8], predict the reactants needed to synthesize it. The reactants are: [Cl:1][C:2]1[CH:3]=[C:4]([NH:9][C:10]2[C:19]3[C:14](=[CH:15][C:16]([O:25][CH3:26])=[C:17]([O:20][CH2:21][CH2:22][CH2:23]Cl)[CH:18]=3)[N:13]=[CH:12][N:11]=2)[CH:5]=[CH:6][C:7]=1[F:8].C([O-])([O-])=O.[K+].[K+].[CH2:33]([N:35]1[CH2:40][CH2:39][CH2:38][CH:37]2[CH2:41][NH:42][CH2:43][CH:36]12)[CH3:34]. (2) Given the product [NH2:1][C:2]1[CH:3]=[CH:4][C:5]([CH:9]2[CH2:14][C:13]([CH3:16])([CH3:15])[O:12][C:11]([CH3:24])([C:17]([O:19][CH2:20][CH2:21][CH2:22][CH3:23])=[O:18])[CH2:10]2)=[N:6][C:7]=1[C:29]1[CH2:30][CH2:31][C:26]([CH3:41])([CH3:25])[CH2:27][CH:28]=1, predict the reactants needed to synthesize it. The reactants are: [NH2:1][C:2]1[CH:3]=[CH:4][C:5]([CH:9]2[CH2:14][C:13]([CH3:16])([CH3:15])[O:12][C:11]([CH3:24])([C:17]([O:19][CH2:20][CH2:21][CH2:22][CH3:23])=[O:18])[CH2:10]2)=[N:6][C:7]=1Br.[CH3:25][C:26]1([CH3:41])[CH2:31][CH2:30][C:29](B2OC(C)(C)C(C)(C)O2)=[CH:28][CH2:27]1.C([O-])([O-])=O.[Na+].[Na+].O. (3) Given the product [Cl:27][C:28]1[N:35]2[C:31]([S:32][C:33]([C:8]3[C@H:9]([CH3:10])[C@@H:5]4[C@@H:4]([C@H:2]([OH:1])[CH3:3])[C:25](=[O:26])[N:6]4[C:7]=3[C:12]([O:14][CH2:15][C:16]3[CH:17]=[CH:18][C:19]([N+:22]([O-:24])=[O:23])=[CH:20][CH:21]=3)=[O:13])=[CH:34]2)=[C:30]([C:49]([C:51]2[CH:52]=[N:53][CH:54]=[CH:55][CH:56]=2)=[O:50])[N:29]=1, predict the reactants needed to synthesize it. The reactants are: [OH:1][C@@H:2]([C@H:4]1[C:25](=[O:26])[N:6]2[C@@H:7]([C:12]([O:14][CH2:15][C:16]3[CH:21]=[CH:20][C:19]([N+:22]([O-:24])=[O:23])=[CH:18][CH:17]=3)=[O:13])[C:8](=O)[C@H:9]([CH3:10])[C@H:5]12)[CH3:3].[Cl:27][C:28]1[N:35]2[C:31]([S:32][C:33]([Sn](CCCC)(CCCC)CCCC)=[CH:34]2)=[C:30]([C:49]([C:51]2[CH:52]=[N:53][CH:54]=[CH:55][CH:56]=2)=[O:50])[N:29]=1. (4) Given the product [CH3:37][C:32]12[C:31](=[O:38])[CH2:30][CH2:29][CH:28]1[CH:27]([O:26][CH2:25][C:24](=[O:23])[CH2:39][CH2:40][CH2:41][C:42]1([CH3:47])[O:43][CH2:44][CH2:45][O:46]1)[C:35](=[O:36])[CH2:34][CH2:33]2, predict the reactants needed to synthesize it. The reactants are: CC(OI1(OC(C)=O)(OC(C)=O)OC(=O)C2C=CC=CC1=2)=O.[OH:23][CH:24]([CH2:39][CH2:40][CH2:41][C:42]1([CH3:47])[O:46][CH2:45][CH2:44][O:43]1)[CH2:25][O:26][CH:27]1[C:35](=[O:36])[CH2:34][CH2:33][C:32]2([CH3:37])[CH:28]1[CH2:29][CH2:30][C:31]2=[O:38]. (5) Given the product [F:1][C:2]1[CH:3]=[CH:4][C:5]([N:8]2[C:16]3[C:11](=[CH:12][C:13]([O:17][C@H:18]([CH2:22][C:23]4[CH:24]=[CH:25][CH:26]=[CH:27][CH:28]=4)[C@@H:19]([NH:21][C:29](=[O:34])[C:30]([CH3:33])([CH3:32])[CH3:31])[CH3:20])=[CH:14][CH:15]=3)[CH:10]=[N:9]2)=[CH:6][CH:7]=1, predict the reactants needed to synthesize it. The reactants are: [F:1][C:2]1[CH:7]=[CH:6][C:5]([N:8]2[C:16]3[C:11](=[CH:12][C:13]([O:17][C@H:18]([CH2:22][C:23]4[CH:28]=[CH:27][CH:26]=[CH:25][CH:24]=4)[C@@H:19]([NH2:21])[CH3:20])=[CH:14][CH:15]=3)[CH:10]=[N:9]2)=[CH:4][CH:3]=1.[C:29](Cl)(=[O:34])[C:30]([CH3:33])([CH3:32])[CH3:31]. (6) The reactants are: [N+:1]([C:4]1[CH:5]=[C:6]([NH:16][C:17](=[O:19])[CH3:18])[CH:7]=[C:8]([C:10]2[CH:15]=[CH:14][CH:13]=[CH:12][CH:11]=2)[CH:9]=1)([O-])=O.[Cl-].[NH4+]. Given the product [NH2:1][C:4]1[CH:5]=[C:6]([NH:16][C:17](=[O:19])[CH3:18])[CH:7]=[C:8]([C:10]2[CH:15]=[CH:14][CH:13]=[CH:12][CH:11]=2)[CH:9]=1, predict the reactants needed to synthesize it. (7) The reactants are: [Cl:1][C:2]1[CH:7]=[CH:6][C:5]([CH2:8][NH:9][C:10](=[O:20])[CH2:11][NH:12]C(=O)OC(C)(C)C)=[CH:4][C:3]=1[NH:21][C:22]1[S:23]/[C:24](=[CH:28]\[C:29]2[CH:30]=[C:31]3[C:36](=[CH:37][CH:38]=2)[N:35]=[CH:34][CH:33]=[CH:32]3)/[C:25](=[O:27])[N:26]=1. Given the product [Cl:1][C:2]1[CH:7]=[CH:6][C:5]([CH2:8][NH:9][C:10](=[O:20])[CH2:11][NH2:12])=[CH:4][C:3]=1[NH:21][C:22]1[S:23]/[C:24](=[CH:28]\[C:29]2[CH:30]=[C:31]3[C:36](=[CH:37][CH:38]=2)[N:35]=[CH:34][CH:33]=[CH:32]3)/[C:25](=[O:27])[N:26]=1, predict the reactants needed to synthesize it.